This data is from Catalyst prediction with 721,799 reactions and 888 catalyst types from USPTO. The task is: Predict which catalyst facilitates the given reaction. (1) Reactant: [Cl:1][C:2]1[CH:11]=[C:6]([C:7]([O:9][CH3:10])=[O:8])[C:5]([OH:12])=[CH:4][CH:3]=1.[CH3:13][S:14][CH2:15][CH2:16]Cl.C([O-])([O-])=O.[K+].[K+]. Product: [Cl:1][C:2]1[CH:3]=[CH:4][C:5]([O:12][CH2:16][CH2:15][S:14][CH3:13])=[C:6]([CH:11]=1)[C:7]([O:9][CH3:10])=[O:8]. The catalyst class is: 21. (2) Reactant: Cl.[OH:2][C:3]1[CH:13]=[CH:12][C:6]([C:7](=[NH:11])OCC)=[CH:5][C:4]=1[N+:14]([O-:16])=[O:15].C(O)C.[CH2:20](N)[CH2:21][NH2:22]. Product: [CH2:20]1[NH:11][C:7](=[C:6]2[CH:5]=[C:4]([N+:14]([O-:16])=[O:15])[C:3](=[O:2])[CH:13]=[CH:12]2)[NH:22][CH2:21]1. The catalyst class is: 28. (3) Reactant: [F:1][C:2]1[CH:22]=[CH:21][CH:20]=[CH:19][C:3]=1[CH2:4][CH2:5][NH:6][C:7](=O)[C:8]1[CH:13]=[CH:12][C:11]([C:14]([F:17])([F:16])[F:15])=[CH:10][CH:9]=1.O=P12OP3(OP(OP(O3)(O1)=O)(=O)O2)=O.C(OCC)(=O)C.[OH-].[K+]. Product: [F:1][C:2]1[CH:22]=[CH:21][CH:20]=[C:19]2[C:3]=1[CH2:4][CH2:5][N:6]=[C:7]2[C:8]1[CH:13]=[CH:12][C:11]([C:14]([F:17])([F:16])[F:15])=[CH:10][CH:9]=1. The catalyst class is: 11. (4) Reactant: [C:1]([O:5][C:6]([N:8]1[CH2:13][CH2:12][NH:11][C@@H:10]([C:14]([CH3:17])([CH3:16])[CH3:15])[CH2:9]1)=[O:7])([CH3:4])([CH3:3])[CH3:2].[H-].[Na+].Cl[C:21]1[O:22][C:23]2[C:24](=[C:26]([C:30]([O:32][CH3:33])=[O:31])[CH:27]=[CH:28][CH:29]=2)[N:25]=1. Product: [C:1]([O:5][C:6]([N:8]1[CH2:13][CH2:12][N:11]([C:21]2[O:22][C:23]3[C:24](=[C:26]([C:30]([O:32][CH3:33])=[O:31])[CH:27]=[CH:28][CH:29]=3)[N:25]=2)[C@@H:10]([C:14]([CH3:17])([CH3:16])[CH3:15])[CH2:9]1)=[O:7])([CH3:4])([CH3:3])[CH3:2]. The catalyst class is: 57.